Task: Predict the reactants needed to synthesize the given product.. Dataset: Full USPTO retrosynthesis dataset with 1.9M reactions from patents (1976-2016) (1) Given the product [CH:1]([O:4][C:5]([N:7]1[CH2:12][CH2:11][CH:10]([O:13][C:14]2[C:19]([CH3:20])=[C:18]([O:29][C:28]3[CH:27]=[CH:26][C:25]([CH2:30][C:31]([OH:33])=[O:32])=[CH:24][C:23]=3[F:22])[N:17]=[CH:16][N:15]=2)[CH2:9][CH2:8]1)=[O:6])([CH3:3])[CH3:2], predict the reactants needed to synthesize it. The reactants are: [CH:1]([O:4][C:5]([N:7]1[CH2:12][CH2:11][CH:10]([O:13][C:14]2[C:19]([CH3:20])=[C:18](Cl)[N:17]=[CH:16][N:15]=2)[CH2:9][CH2:8]1)=[O:6])([CH3:3])[CH3:2].[F:22][C:23]1[CH:24]=[C:25]([CH2:30][C:31]([OH:33])=[O:32])[CH:26]=[CH:27][C:28]=1[OH:29].[H-].[Na+]. (2) Given the product [CH:27]1([N:24]2[CH2:25][CH2:26][CH:21]([C:18]3[CH:19]=[CH:20][C:15]([NH:14][C:7]4[N:6]=[C:5]([NH:4][CH:1]5[CH2:3][CH2:2]5)[C:10]([C:11]([NH2:13])=[O:12])=[CH:9][N:8]=4)=[CH:16][CH:17]=3)[CH2:22][CH2:23]2)[CH2:29][CH2:30][CH2:28]1, predict the reactants needed to synthesize it. The reactants are: [CH:1]1([NH:4][C:5]2[C:10]([C:11]([NH2:13])=[O:12])=[CH:9][N:8]=[C:7]([NH:14][C:15]3[CH:20]=[CH:19][C:18]([CH:21]4[CH2:26][CH2:25][N:24]([CH:27]([CH3:29])[CH3:28])[CH2:23][CH2:22]4)=[CH:17][CH:16]=3)[N:6]=2)[CH2:3][CH2:2]1.[C:30]1(=O)CCC1. (3) Given the product [Cl:59][C:60]1[CH:61]=[C:62]2[C:67](=[CH:68][CH:69]=1)[C@@:66]1([CH2:75][O:74][C:73]3[CH:76]=[CH:77][C:78]([C:80]([OH:82])=[O:81])=[CH:79][C:72]=3[N:71]([CH2:83][C@@H:84]3[CH2:87][CH2:86][C@H:85]3[C@@H:88]([OH:100])/[CH:89]=[CH:90]/[CH2:91][C@H:92]([CH3:99])[C@@H:93]([S:95](=[O:97])(=[O:98])[NH2:96])[CH3:94])[CH2:70]1)[CH2:65][CH2:64][CH2:63]2, predict the reactants needed to synthesize it. The reactants are: ClC1C=C2C(=CC=1)[C@@]1(COC3C=CC(C(O)=O)=CC=3N(C[C@@H]3CC[C@H]3[C@@H](O)/C=C/CCC)C1)CCC2.C[C@@H](CC=C)[C@H](S(N)(=O)=O)C.C[C@@H](CC=C)[C@@H](S(N)(=O)=O)C.[Cl:59][C:60]1[CH:61]=[C:62]2[C:67](=[CH:68][CH:69]=1)[C@@:66]1([CH2:75][O:74][C:73]3[CH:76]=[CH:77][C:78]([C:80]([OH:82])=[O:81])=[CH:79][C:72]=3[N:71]([CH2:83][C@@H:84]3[CH2:87][CH2:86][C@H:85]3[C@@H:88]([OH:100])/[CH:89]=[CH:90]/[CH2:91][C@H:92]([CH3:99])[C@H:93]([S:95](=[O:98])(=[O:97])[NH2:96])[CH3:94])[CH2:70]1)[CH2:65][CH2:64][CH2:63]2. (4) Given the product [CH2:19]([O:18][C:16]([NH:1][CH:2]([C:3]([CH3:6])([CH3:5])[CH3:4])[C:7]([OH:9])=[O:8])=[O:17])[C:20]1[CH:25]=[CH:24][CH:23]=[CH:22][CH:21]=1, predict the reactants needed to synthesize it. The reactants are: [NH2:1][C@H:2]([C:7]([OH:9])=[O:8])[C:3]([CH3:6])([CH3:5])[CH3:4].C([O-])(O)=O.[Na+].Cl[C:16]([O:18][CH2:19][C:20]1[CH:25]=[CH:24][CH:23]=[CH:22][CH:21]=1)=[O:17].C([O-])([O-])=O.[Na+].[Na+]. (5) Given the product [CH:2]1([C:8]2[CH:17]=[C:16]([CH3:18])[CH:15]=[CH:14][C:9]=2[C:10]([O:12][CH3:13])=[O:11])[CH2:5][CH2:4][CH2:3]1, predict the reactants needed to synthesize it. The reactants are: [Br-].[CH:2]1([Zn+])[CH2:5][CH2:4][CH2:3]1.Br[C:8]1[CH:17]=[C:16]([CH3:18])[CH:15]=[CH:14][C:9]=1[C:10]([O:12][CH3:13])=[O:11]. (6) Given the product [F:12][C:11]([F:14])([F:13])[C:10]([C:8]1[CH:9]=[C:4](/[CH:1]=[CH:2]/[CH3:3])[C:5]([O:35][C:31]2[CH:30]=[C:29]([CH:34]=[CH:33][CH:32]=2)[C:28]([O:27][CH3:26])=[O:36])=[N:6][CH:7]=1)([O:19][CH2:20][O:21][CH3:22])[C:15]([F:18])([F:17])[F:16], predict the reactants needed to synthesize it. The reactants are: [CH2:1]([C:4]1[C:5](Cl)=[N:6][CH:7]=[C:8]([C:10]([O:19][CH2:20][O:21][CH3:22])([C:15]([F:18])([F:17])[F:16])[C:11]([F:14])([F:13])[F:12])[CH:9]=1)[CH:2]=[CH2:3].[H-].[Na+].[CH3:26][O:27][C:28](=[O:36])[C:29]1[CH:34]=[CH:33][CH:32]=[C:31]([OH:35])[CH:30]=1.O. (7) Given the product [Cl:22][C:19]1[CH:20]=[CH:21][C:16]([CH2:15][N:12]2[CH2:13][CH2:14][CH:9]([NH:8][C:6](=[O:7])[C:5]3[CH:26]=[CH:27][C:2]([NH:1][C:31]([CH:28]4[CH2:30][CH2:29]4)=[O:32])=[N:3][CH:4]=3)[CH2:10][CH2:11]2)=[CH:17][C:18]=1[O:23][CH2:24][CH3:25], predict the reactants needed to synthesize it. The reactants are: [NH2:1][C:2]1[CH:27]=[CH:26][C:5]([C:6]([NH:8][CH:9]2[CH2:14][CH2:13][N:12]([CH2:15][C:16]3[CH:21]=[CH:20][C:19]([Cl:22])=[C:18]([O:23][CH2:24][CH3:25])[CH:17]=3)[CH2:11][CH2:10]2)=[O:7])=[CH:4][N:3]=1.[CH:28]1([C:31](Cl)=[O:32])[CH2:30][CH2:29]1. (8) Given the product [Cl:1][C:2]1[CH:3]=[CH:4][C:5]([C:8]2([C:11]3[CH2:29][C:30]4([CH2:31][C@@H:32]([C:42]([O:44][CH3:45])=[O:43])[N:33]([C:35]([O:37][C:38]([CH3:39])([CH3:41])[CH3:40])=[O:36])[CH2:34]4)[O:13][N:12]=3)[CH2:9][CH2:10]2)=[CH:6][CH:7]=1, predict the reactants needed to synthesize it. The reactants are: [Cl:1][C:2]1[CH:7]=[CH:6][C:5]([C:8]2([CH:11]=[N:12][OH:13])[CH2:10][CH2:9]2)=[CH:4][CH:3]=1.ClN1C(=O)CCC1=O.C(N(CC)CC)C.[CH2:29]=[C:30]1[CH2:34][N:33]([C:35]([O:37][C:38]([CH3:41])([CH3:40])[CH3:39])=[O:36])[C@H:32]([C:42]([O:44][CH3:45])=[O:43])[CH2:31]1.